From a dataset of Reaction yield outcomes from USPTO patents with 853,638 reactions. Predict the reaction yield, written as a fraction of the theoretical maximum amount of product (1.0 means a 100% yield; for example, 0.34 means a 34% yield). (1) The reactants are [Br:1][C:2]1[C:10]2[NH:9][C:8]3[CH2:11][CH2:12][N:13](C(OCC)=O)[CH2:14][C:7]=3[C:6]=2[C:5]([Br:20])=[CH:4][CH:3]=1.[OH-].[K+]. The catalyst is C(O)C.O. The product is [Br:1][C:2]1[C:10]2[NH:9][C:8]3[CH2:11][CH2:12][NH:13][CH2:14][C:7]=3[C:6]=2[C:5]([Br:20])=[CH:4][CH:3]=1. The yield is 0.960. (2) The reactants are [F:1][C:2]1[CH:12]=[CH:11][C:5]([C:6]([N:8]([CH3:10])[NH2:9])=O)=[CH:4][CH:3]=1.[C:13]([O:19][CH2:20][CH3:21])(=[O:18])[CH2:14][C:15]([CH3:17])=O. The catalyst is C(O)C. The product is [F:1][C:2]1[CH:12]=[CH:11][C:5]([C:6]2[N:8]([CH3:10])[N:9]=[C:15]([CH3:17])[C:14]=2[C:13]([O:19][CH2:20][CH3:21])=[O:18])=[CH:4][CH:3]=1. The yield is 0.440. (3) The reactants are [Br:1][C:2]1[CH:18]=[CH:17][C:5]([C:6]([C@H:8]2[CH2:13][CH2:12][CH2:11][C@H:10]([C:14]([OH:16])=[O:15])[CH2:9]2)=[O:7])=[CH:4][CH:3]=1.[CH3:19]OC(OC)(C)C. The catalyst is CO.Cl.O1CCOCC1. The product is [CH3:19][O:15][C:14]([CH:10]1[CH2:11][CH2:12][CH2:13][CH:8]([C:6](=[O:7])[C:5]2[CH:4]=[CH:3][C:2]([Br:1])=[CH:18][CH:17]=2)[CH2:9]1)=[O:16]. The yield is 0.957. (4) The reactants are CSC.B.B1(C)OC(C2C=CC=CC=2)(C2C=CC=CC=2)[C@H]2N1CCC2.[CH2:26]([C:28]1[C:46]([C:47]([F:50])([F:49])[F:48])=[CH:45][C:31]2[N:32]([C:38]([O:40][C:41]([CH3:44])([CH3:43])[CH3:42])=[O:39])[CH2:33][CH2:34][CH2:35][C:36](=[O:37])[C:30]=2[CH:29]=1)[CH3:27].CO. The catalyst is ClCCl. The product is [C:41]([O:40][C:38]([N:32]1[CH2:33][CH2:34][CH2:35][C@@H:36]([OH:37])[C:30]2[CH:29]=[C:28]([CH2:26][CH3:27])[C:46]([C:47]([F:50])([F:48])[F:49])=[CH:45][C:31]1=2)=[O:39])([CH3:44])([CH3:43])[CH3:42]. The yield is 0.880. (5) The reactants are [C:1]([O:5][C:6](=[O:27])[N:7]([C:9]1[CH:14]=[CH:13][CH:12]=[C:11]([CH2:15][CH2:16][O:17][C:18]2[CH:19]=[C:20]3[C:24](=[CH:25][CH:26]=2)[NH:23][CH:22]=[CH:21]3)[N:10]=1)[CH3:8])([CH3:4])([CH3:3])[CH3:2].[CH2:28]([O:30][C:31](=[O:40])[C:32]#[C:33][C:34]1[CH:39]=[CH:38][CH:37]=[CH:36][CH:35]=1)[CH3:29]. No catalyst specified. The product is [CH2:28]([O:30][C:31](=[O:40])[CH:32]=[C:33]([N:23]1[C:24]2[C:20](=[CH:19][C:18]([O:17][CH2:16][CH2:15][C:11]3[CH:12]=[CH:13][CH:14]=[C:9]([N:7]([C:6]([O:5][C:1]([CH3:4])([CH3:2])[CH3:3])=[O:27])[CH3:8])[N:10]=3)=[CH:26][CH:25]=2)[CH:21]=[CH:22]1)[C:34]1[CH:39]=[CH:38][CH:37]=[CH:36][CH:35]=1)[CH3:29]. The yield is 0.810. (6) The reactants are [F:1][C:2]1[CH:3]=[C:4]([OH:13])[CH:5]=[CH:6][C:7]=1[C:8]1[N:9]=[CH:10][S:11][CH:12]=1.N1C(C)=CC=CC=1C.[F:22][C:23]([F:36])([F:35])[S:24](O[S:24]([C:23]([F:36])([F:35])[F:22])(=[O:26])=[O:25])(=[O:26])=[O:25]. The catalyst is C(Cl)Cl.CN(C)C1C=CN=CC=1.O. The product is [F:22][C:23]([F:36])([F:35])[S:24]([O:13][C:4]1[CH:5]=[CH:6][C:7]([C:8]2[N:9]=[CH:10][S:11][CH:12]=2)=[C:2]([F:1])[CH:3]=1)(=[O:26])=[O:25]. The yield is 0.990.